Dataset: Forward reaction prediction with 1.9M reactions from USPTO patents (1976-2016). Task: Predict the product of the given reaction. (1) Given the reactants [CH:1]([N-]C(C)C)(C)C.[Li+].[N:9]1([C:20]([O:22][C:23]([CH3:26])([CH3:25])[CH3:24])=[O:21])[CH2:14][CH2:13][CH2:12][CH:11]([C:15]([O:17][CH2:18][CH3:19])=[O:16])[CH2:10]1.CI, predict the reaction product. The product is: [CH3:1][C:11]1([C:15]([O:17][CH2:18][CH3:19])=[O:16])[CH2:12][CH2:13][CH2:14][N:9]([C:20]([O:22][C:23]([CH3:25])([CH3:24])[CH3:26])=[O:21])[CH2:10]1. (2) Given the reactants FC(F)(F)C1C=CC(C=C)=CC=1.Br[C:14]1[CH2:18][CH2:17][O:16][N:15]=1.Br[C:20]1[CH:25]=[CH:24][C:23]([OH:26])=[CH:22][N:21]=1, predict the reaction product. The product is: [N:21]1[CH:20]=[CH:25][CH:24]=[C:23]([O:26][C:14]2[CH2:18][CH2:17][O:16][N:15]=2)[CH:22]=1. (3) Given the reactants Br[C:2]1[CH:26]=[CH:25][C:5]([CH2:6][N:7]2[CH2:12][CH2:11][N:10]([C:13]([O:15][CH:16]([C:21]([F:24])([F:23])[F:22])[C:17]([F:20])([F:19])[F:18])=[O:14])[CH2:9][CH2:8]2)=[C:4]([N:27]2[CH2:32][CH2:31][O:30][CH2:29][CH2:28]2)[CH:3]=1.[C:33]1(B(O)O)[CH:38]=[CH:37][CH:36]=[CH:35][CH:34]=1.C([O-])([O-])=O.[K+].[K+].C1COCC1, predict the reaction product. The product is: [O:30]1[CH2:31][CH2:32][N:27]([C:4]2[CH:3]=[C:2]([C:33]3[CH:38]=[CH:37][CH:36]=[CH:35][CH:34]=3)[CH:26]=[CH:25][C:5]=2[CH2:6][N:7]2[CH2:12][CH2:11][N:10]([C:13]([O:15][CH:16]([C:21]([F:24])([F:23])[F:22])[C:17]([F:20])([F:19])[F:18])=[O:14])[CH2:9][CH2:8]2)[CH2:28][CH2:29]1. (4) The product is: [C:1]([O:5][C:6](=[O:38])[N:7]([C@H:9]([C:11](=[O:37])[NH:12][C@H:13]1[C@H:19]([CH3:20])[N:18]([C:21](=[O:31])[C:22]2[CH:23]=[CH:24][C:25]([C:28](=[O:30])[CH3:29])=[CH:26][CH:27]=2)[C:17]2[CH:32]=[CH:33][CH:34]=[CH:35][C:16]=2[N:15]([CH2:56][C:51]2[C:52]3[C:47](=[C:46]([Br:45])[CH:55]=[CH:54][CH:53]=3)[CH:48]=[CH:49][C:50]=2[O:58][CH3:59])[C:14]1=[O:36])[CH3:10])[CH3:8])([CH3:3])([CH3:4])[CH3:2]. Given the reactants [C:1]([O:5][C:6](=[O:38])[N:7]([C@H:9]([C:11](=[O:37])[NH:12][C@H:13]1[C@H:19]([CH3:20])[N:18]([C:21](=[O:31])[C:22]2[CH:27]=[CH:26][C:25]([C:28](=[O:30])[CH3:29])=[CH:24][CH:23]=2)[C:17]2[CH:32]=[CH:33][CH:34]=[CH:35][C:16]=2[NH:15][C:14]1=[O:36])[CH3:10])[CH3:8])([CH3:4])([CH3:3])[CH3:2].C(=O)([O-])[O-].[Cs+].[Cs+].[Br:45][C:46]1[CH:55]=[CH:54][CH:53]=[C:52]2[C:47]=1[CH:48]=[CH:49][C:50]([O:58][CH3:59])=[C:51]2[CH2:56]Cl.[I-].[Na+], predict the reaction product. (5) The product is: [F:1][C:2]1[CH:7]=[CH:6][CH:5]=[CH:4][C:3]=1[N:8]1[C:12]([C:13]2[N:14]=[CH:15][N:16]([C:18]3[CH:26]=[CH:25][C:21]([C:22]([NH:28][N:29]4[CH2:34][CH2:33][O:32][CH2:31][CH2:30]4)=[O:23])=[CH:20][N:19]=3)[CH:17]=2)=[C:11]([CH3:27])[N:10]=[N:9]1. Given the reactants [F:1][C:2]1[CH:7]=[CH:6][CH:5]=[CH:4][C:3]=1[N:8]1[C:12]([C:13]2[N:14]=[CH:15][N:16]([C:18]3[CH:26]=[CH:25][C:21]([C:22](O)=[O:23])=[CH:20][N:19]=3)[CH:17]=2)=[C:11]([CH3:27])[N:10]=[N:9]1.[NH2:28][N:29]1[CH2:34][CH2:33][O:32][CH2:31][CH2:30]1, predict the reaction product. (6) The product is: [NH2:1][C:2]1[N:10]=[C:9]([O:11][C@@H:12]([CH3:16])[CH2:13][CH2:14][CH3:15])[N:8]=[C:7]2[C:3]=1[NH:4][C:5](=[O:35])[N:6]2[CH2:17][CH2:18][CH2:19][CH2:20][CH2:21][N:22]1[CH2:23][CH2:24][NH:25][CH2:26][CH2:27]1. Given the reactants [NH2:1][C:2]1[N:10]=[C:9]([O:11][C@@H:12]([CH3:16])[CH2:13][CH2:14][CH3:15])[N:8]=[C:7]2[C:3]=1[N:4]=[C:5]([O:35]C)[N:6]2[CH2:17][CH2:18][CH2:19][CH2:20][CH2:21][N:22]1[CH2:27][CH2:26][N:25](C(OC(C)(C)C)=O)[CH2:24][CH2:23]1.Cl.O1CCOCC1, predict the reaction product. (7) Given the reactants [CH2:1]1[C:9]2[C:4](=[CH:5][C:6]([CH:10]([OH:31])[CH2:11][CH2:12][N:13]3[CH2:18][CH2:17][CH:16]([C:19]4[CH:20]=[C:21]([NH:25][C:26](=[O:30])[CH:27]([CH3:29])[CH3:28])[CH:22]=[CH:23][CH:24]=4)[CH2:15][CH2:14]3)=[CH:7][CH:8]=2)[CH2:3][CH2:2]1.[Cl:32][C:33]1[CH:38]=[CH:37][C:36](O)=[CH:35][CH:34]=1, predict the reaction product. The product is: [Cl:32][C:33]1[CH:38]=[CH:37][C:36]([O:31][CH:10]([C:6]2[CH:5]=[C:4]3[C:9](=[CH:8][CH:7]=2)[CH2:1][CH2:2][CH2:3]3)[CH2:11][CH2:12][N:13]2[CH2:14][CH2:15][CH:16]([C:19]3[CH:20]=[C:21]([NH:25][C:26](=[O:30])[CH:27]([CH3:28])[CH3:29])[CH:22]=[CH:23][CH:24]=3)[CH2:17][CH2:18]2)=[CH:35][CH:34]=1.